Dataset: Full USPTO retrosynthesis dataset with 1.9M reactions from patents (1976-2016). Task: Predict the reactants needed to synthesize the given product. (1) The reactants are: [NH2:1][C:2]1[CH:3]=[C:4]([CH:9]=[CH:10][CH:11]=1)[C:5]([O:7][CH3:8])=[O:6].[OH:12][C:13]1[CH:18]=[C:17]([CH3:19])[O:16][C:15](=O)[CH:14]=1. Given the product [OH:12][C:13]1[CH:18]=[C:17]([CH3:19])[N:1]([C:2]2[CH:3]=[C:4]([CH:9]=[CH:10][CH:11]=2)[C:5]([O:7][CH3:8])=[O:6])[C:15](=[O:16])[CH:14]=1, predict the reactants needed to synthesize it. (2) Given the product [NH2:20][C:19]1[N:21]=[C:5]([C:7]2[N:11]([CH:12]([CH3:13])[CH3:14])[C:10]([CH3:15])=[N:9][CH:8]=2)[CH:4]=[CH:3][N:18]=1, predict the reactants needed to synthesize it. The reactants are: CN(C)[CH:3]=[CH:4][C:5]([C:7]1[N:11]([CH:12]([CH3:14])[CH3:13])[C:10]([CH3:15])=[N:9][CH:8]=1)=O.Cl.[NH2:18][C:19]([NH2:21])=[NH:20].C[O-].[Na+]. (3) Given the product [N:1]([CH2:8][CH:9]([OH:20])[CH:10]([NH:12][C:13](=[O:19])[O:14][C:15]([CH3:18])([CH3:17])[CH3:16])[CH3:11])=[N+:2]=[N-:3], predict the reactants needed to synthesize it. The reactants are: [N-:1]=[N+:2]=[N-:3].[Na+].[I-].[Na+].Cl[CH2:8][CH:9]([OH:20])[CH:10]([NH:12][C:13](=[O:19])[O:14][C:15]([CH3:18])([CH3:17])[CH3:16])[CH3:11].O.